This data is from Forward reaction prediction with 1.9M reactions from USPTO patents (1976-2016). The task is: Predict the product of the given reaction. (1) The product is: [F:33][C:27]1[CH:28]=[C:29]([F:32])[CH:30]=[CH:31][C:26]=1[C:24]#[C:25][C:2]1[N:7]=[C:6]2[N:8]([CH2:12][C:13]([CH3:16])([CH3:15])[CH3:14])[C:9]([NH2:11])=[N:10][C:5]2=[CH:4][CH:3]=1. Given the reactants Br[C:2]1[N:7]=[C:6]2[N:8]([CH2:12][C:13]([CH3:16])([CH3:15])[CH3:14])[C:9]([NH2:11])=[N:10][C:5]2=[CH:4][CH:3]=1.CCN(CC)CC.[C:24]([C:26]1[CH:31]=[CH:30][C:29]([F:32])=[CH:28][C:27]=1[F:33])#[CH:25], predict the reaction product. (2) Given the reactants [OH:1][CH2:2][CH2:3][CH2:4][CH2:5][CH2:6][CH2:7][CH2:8][O:9][C:10]1[CH:15]=[CH:14][N+:13]([O-])=[C:12]([CH3:17])[C:11]=1[CH3:18].[C:19]([O:22]C(=O)C)(=[O:21])[CH3:20], predict the reaction product. The product is: [OH:1][CH2:2][CH2:3][CH2:4][CH2:5][CH2:6][CH2:7][CH2:8][O:9][C:10]1[CH:15]=[CH:14][N:13]=[C:12]([CH2:17][O:22][C:19](=[O:21])[CH3:20])[C:11]=1[CH3:18]. (3) Given the reactants [NH2:1][C:2]1[C:3]([C:12]2[CH:13]=[C:14]([CH3:18])[CH:15]=[CH:16][CH:17]=2)=[N:4][S:5][C:6]=1[C:7](OCC)=[O:8].[CH:19]([NH2:21])=O, predict the reaction product. The product is: [C:14]1([CH3:18])[CH:15]=[CH:16][CH:17]=[C:12]([C:3]2[C:2]3[N:1]=[CH:19][NH:21][C:7](=[O:8])[C:6]=3[S:5][N:4]=2)[CH:13]=1. (4) Given the reactants Br[C:2]1[CH:3]=[C:4]2[C:10]([CH:11]([C:13]3[C:18]([Cl:19])=[CH:17][CH:16]=[C:15]([F:20])[C:14]=3[Cl:21])[CH3:12])=[CH:9][NH:8][C:5]2=[N:6][CH:7]=1.[CH3:22][O:23][C:24](=[O:42])[C:25]([CH3:41])([N:27]1[CH:31]=[C:30](B2OC(C)(C)C(C)(C)O2)[CH:29]=[N:28]1)[CH3:26], predict the reaction product. The product is: [CH3:22][O:23][C:24](=[O:42])[C:25]([N:27]1[CH:31]=[C:30]([C:2]2[CH:3]=[C:4]3[C:10]([CH:11]([C:13]4[C:18]([Cl:19])=[CH:17][CH:16]=[C:15]([F:20])[C:14]=4[Cl:21])[CH3:12])=[CH:9][NH:8][C:5]3=[N:6][CH:7]=2)[CH:29]=[N:28]1)([CH3:41])[CH3:26]. (5) Given the reactants [C:1]([N:8]1[CH2:13][CH2:12][N:11]([C:14]2[N:15]=[C:16](Cl)[N:17]=[N:18][CH:19]=2)[CH2:10][CH2:9]1)([O:3][C:4]([CH3:7])([CH3:6])[CH3:5])=[O:2].[CH3:21][C:22]1[C:30]2[C:25](=[CH:26][CH:27]=[C:28]([Sn](C)(C)C)[CH:29]=2)[NH:24][N:23]=1.C1(C)C=CC=CC=1P(C1C=CC=CC=1C)C1C=CC=CC=1C.C(N(CC)CC)C, predict the reaction product. The product is: [CH3:21][C:22]1[C:30]2[C:25](=[CH:26][CH:27]=[C:28]([C:16]3[N:17]=[N:18][CH:19]=[C:14]([N:11]4[CH2:12][CH2:13][N:8]([C:1]([O:3][C:4]([CH3:7])([CH3:6])[CH3:5])=[O:2])[CH2:9][CH2:10]4)[N:15]=3)[CH:29]=2)[NH:24][N:23]=1. (6) Given the reactants [CH2:1]([O:8][C:9](=[O:14])[CH2:10][C:11]([CH3:13])=[O:12])[C:2]1[CH:7]=[CH:6][CH:5]=[CH:4][CH:3]=1.[Br:15]Br.C(=O)([O-])[O-].[Na+].[Na+], predict the reaction product. The product is: [CH2:1]([O:8][C:9](=[O:14])[CH2:10][C:11]([CH2:13][Br:15])=[O:12])[C:2]1[CH:7]=[CH:6][CH:5]=[CH:4][CH:3]=1. (7) Given the reactants [Cl-:1].[Cl-:2].[Ca+2].O=[Al-]=O.[Na+].[CH2:8]([OH:15])[C:9](N)([CH2:12]O)[CH2:10]O.[ClH:16].[CH3:23][CH2:24][CH2:25][CH2:26][CH2:27][CH2:28][CH2:23][CH2:24][CH2:25][CH2:26][CH2:27][CH2:28]OS([O-])(=O)=O.[Na+].S([O-])([O-])(=O)=[O:36].[NH4+:40].[NH4+], predict the reaction product. The product is: [CH3:10][C:9]([OH:36])([C:8]([NH:40][C:23]1[CH:24]=[C:25]([Cl:1])[C:26]([Cl:2])=[C:27]([Cl:16])[CH:28]=1)=[O:15])[CH3:12].